Dataset: Choline transporter screen with 302,306 compounds. Task: Binary Classification. Given a drug SMILES string, predict its activity (active/inactive) in a high-throughput screening assay against a specified biological target. (1) The molecule is Clc1cc(c(OCc2[nH][nH]\c(n2)=C2\C=CC(=O)C=C2)cc1)C. The result is 0 (inactive). (2) The molecule is S(c1n(CC(=O)N2CCCC2)c2c(n1)cccc2)CC(=O)N1CCN(CC1)C(=O)c1occc1. The result is 0 (inactive). (3) The compound is O=c1c(c(n(c2c1cccc2)C)NC(=O)CC)c1ccccc1. The result is 0 (inactive). (4) The compound is Clc1cc(NC(=O)COC(=O)CNS(=O)(=O)c2cc([N+]([O-])=O)c(N(C)C)cc2)cc(Cl)c1. The result is 0 (inactive). (5) The drug is s1c2c(CCCCC2)c2c1ncnc2SCc1c(onc1C)C. The result is 0 (inactive).